This data is from Full USPTO retrosynthesis dataset with 1.9M reactions from patents (1976-2016). The task is: Predict the reactants needed to synthesize the given product. Given the product [CH3:16][C:11]1([CH3:17])[C:12]([CH3:15])([CH3:14])[O:13][B:9]([C:6]2[CH:7]=[CH:8][C:3]([CH2:2][N:25]3[N:26]=[CH:27][CH:28]=[N:24]3)=[CH:4][CH:5]=2)[O:10]1, predict the reactants needed to synthesize it. The reactants are: Cl[CH2:2][C:3]1[CH:8]=[CH:7][C:6]([B:9]2[O:13][C:12]([CH3:15])([CH3:14])[C:11]([CH3:17])([CH3:16])[O:10]2)=[CH:5][CH:4]=1.C([O-])([O-])=O.[K+].[K+].[N:24]1[NH:25][N:26]=[CH:27][CH:28]=1.